Dataset: Forward reaction prediction with 1.9M reactions from USPTO patents (1976-2016). Task: Predict the product of the given reaction. (1) Given the reactants [OH:1][C:2]1[CH:7]=[C:6]([CH3:8])[O:5][C:4](=[O:9])[CH:3]=1.CO[CH:12](OC)[N:13]([CH3:15])[CH3:14], predict the reaction product. The product is: [CH3:12][N:13]([CH:15]=[C:3]1[C:2](=[O:1])[CH:7]=[C:6]([CH3:8])[O:5][C:4]1=[O:9])[CH3:14]. (2) The product is: [CH3:1][C@H:2]1[C:40](=[CH2:41])[C@@H:39]2[O:42][C@@H:4]([CH2:5][CH2:6][C@@H:7]3[O:12][C@@H:11]([CH2:13][CH2:14][C@@:15]45[O:24][C@H:23]6[C@H:25]7[O:31][C@@H:30]([CH2:32][C:33]([CH2:35][C@@H:36]8[C@@H:45]([O:46][CH3:47])[C@@H:44]([CH2:48][C@H:49]([OH:52])[CH2:50][NH2:55])[O:43][C@H:37]8[CH2:38]2)=[O:34])[CH2:29][CH2:28][C@@H:26]7[O:27][C@@H:20]2[C@H:21]6[O:22][C@@H:17]([C@@H:18]2[O:19]4)[CH2:16]5)[CH2:10][C:8]3=[CH2:9])[CH2:3]1. Given the reactants [CH3:1][C@H:2]1[C:40](=[CH2:41])[C@@H:39]2[O:42][C@@H:4]([CH2:5][CH2:6][C@@H:7]3[O:12][C@@H:11]([CH2:13][CH2:14][C@@:15]45[O:24][C@H:23]6[C@H:25]7[O:31][C@@H:30]([CH2:32][C:33]([CH2:35][C@@H:36]8[C@@H:45]([O:46][CH3:47])[C@@H:44]([CH2:48][C@H:49]([OH:52])[CH2:50]O)[O:43][C@H:37]8[CH2:38]2)=[O:34])[CH2:29][CH2:28][C@@H:26]7[O:27][CH:20]2[C@H:21]6[O:22][C@H:17]([C@@H:18]2[O:19]4)[CH2:16]5)[CH2:10][C:8]3=[CH2:9])[CH2:3]1.[F-].[K+].[N:55]1C(C)=CC(C)=CC=1C.N1C=CC=CC=1.O(S(C1C=CC(C)=CC=1)(=O)=O)S(C1C=CC(C)=CC=1)(=O)=O, predict the reaction product. (3) Given the reactants Cl.[CH3:2][O:3][C:4]1[CH:9]=[CH:8][CH:7]=[CH:6][C:5]=1[NH:10][NH2:11].C(O)(=O)C.[F:16][C:17]([F:25])([F:24])[C:18](=O)[CH2:19][C:20](=O)[CH3:21], predict the reaction product. The product is: [CH3:2][O:3][C:4]1[CH:9]=[CH:8][CH:7]=[CH:6][C:5]=1[N:10]1[C:20]([CH3:21])=[CH:19][C:18]([C:17]([F:25])([F:24])[F:16])=[N:11]1. (4) Given the reactants I[C:2]1[C:3]([O:13][CH2:14][C:15]2[CH:20]=[CH:19][C:18]([O:21][CH3:22])=[CH:17][CH:16]=2)=[C:4]2[C:9](=[CH:10][CH:11]=1)[C:8](=[O:12])[CH2:7][CH2:6][CH2:5]2.C(N(CC)C(C)C)(C)C.C1(P(C2C=CC=CC=2)CCCP(C2C=CC=CC=2)C2C=CC=CC=2)C=CC=CC=1.OC[C:63]1([O:72][CH2:71][C@@H](O)[C@@H](O)[C@H]1O)[OH:64].[C]=O, predict the reaction product. The product is: [CH3:22][O:21][C:18]1[CH:19]=[CH:20][C:15]([CH2:14][O:13][C:3]2[C:4]3[CH2:5][CH2:6][CH2:7][C:8](=[O:12])[C:9]=3[CH:10]=[CH:11][C:2]=2[C:63]([O:72][CH3:71])=[O:64])=[CH:16][CH:17]=1. (5) Given the reactants [CH3:1][C:2]1[CH:25]=[CH:24][CH:23]=[C:22]([CH3:26])[C:3]=1[CH2:4][O:5][C:6]1[CH:15]=[C:14]2[C:9]([C:10]([OH:21])=[CH:11][C:12]([C:16]([O:18][CH2:19][CH3:20])=[O:17])=[CH:13]2)=[CH:8][CH:7]=1.[O:27](S(C(F)(F)F)(=O)=O)[S:28]([C:31]([F:34])([F:33])[F:32])(=O)=[O:29], predict the reaction product. The product is: [CH3:26][C:22]1[CH:23]=[CH:24][CH:25]=[C:2]([CH3:1])[C:3]=1[CH2:4][O:5][C:6]1[CH:15]=[C:14]2[C:9]([C:10]([O:21][S:28]([C:31]([F:34])([F:33])[F:32])(=[O:29])=[O:27])=[CH:11][C:12]([C:16]([O:18][CH2:19][CH3:20])=[O:17])=[CH:13]2)=[CH:8][CH:7]=1.